Task: Predict which catalyst facilitates the given reaction.. Dataset: Catalyst prediction with 721,799 reactions and 888 catalyst types from USPTO (1) Reactant: [CH3:1][O:2][C:3]1[CH:8]=[CH:7][C:6]([C:9](=O)[CH2:10][C:11]#[N:12])=[CH:5][CH:4]=1.O.[NH2:15][NH2:16]. Product: [CH3:1][O:2][C:3]1[CH:8]=[CH:7][C:6]([C:9]2[CH:10]=[C:11]([NH2:12])[NH:16][N:15]=2)=[CH:5][CH:4]=1. The catalyst class is: 8. (2) Reactant: [N+:1]([C:4]1[CH:24]=[CH:23][C:7]2[C:8]3[CH:18]=[CH:17][C:16]([S:19]([O-])(=[O:21])=[O:20])=[CH:15][C:9]=3[S+:10](C(F)(F)F)[C:6]=2[CH:5]=1)([O-:3])=[O:2].S(Cl)([Cl:27])=O. Product: [N+:1]([C:4]1[CH:24]=[CH:23][C:7]2[C:8]3[CH:18]=[CH:17][C:16]([S:19]([Cl:27])(=[O:21])=[O:20])=[CH:15][C:9]=3[S:10][C:6]=2[CH:5]=1)([O-:3])=[O:2]. The catalyst class is: 3. (3) Reactant: [N:1]1[CH:6]=[CH:5][CH:4]=[C:3]([C:7]2[CH:18]=[CH:17][CH:16]=[CH:15][C:8]=2[O:9][CH2:10][C:11](OC)=[O:12])[CH:2]=1.O.[NH2:20][NH2:21]. Product: [N:1]1[CH:6]=[CH:5][CH:4]=[C:3]([C:7]2[CH:18]=[CH:17][CH:16]=[CH:15][C:8]=2[O:9][CH2:10][C:11]([NH:20][NH2:21])=[O:12])[CH:2]=1. The catalyst class is: 14.